This data is from Reaction yield outcomes from USPTO patents with 853,638 reactions. The task is: Predict the reaction yield, written as a fraction of the theoretical maximum amount of product (1.0 means a 100% yield; for example, 0.34 means a 34% yield). (1) The reactants are [Cl:1][C:2]1[CH:3]=[C:4]([C:16]([NH:18][CH2:19][C:20]2[CH:29]=[CH:28][C:23]([C:24]([O:26]C)=[O:25])=[CH:22][CH:21]=2)=[O:17])[C:5]([O:8][C:9]2[CH:14]=[CH:13][C:12]([F:15])=[CH:11][CH:10]=2)=[N:6][CH:7]=1.O1CCCC1.[OH-].[Na+].Cl. The catalyst is CO. The product is [Cl:1][C:2]1[CH:3]=[C:4]([C:16]([NH:18][CH2:19][C:20]2[CH:21]=[CH:22][C:23]([C:24]([OH:26])=[O:25])=[CH:28][CH:29]=2)=[O:17])[C:5]([O:8][C:9]2[CH:14]=[CH:13][C:12]([F:15])=[CH:11][CH:10]=2)=[N:6][CH:7]=1. The yield is 0.660. (2) The reactants are C([NH:11][CH2:12][C:13](=[O:39])[CH2:14][CH2:15][C:16]([O:18][CH2:19][CH2:20][CH2:21][CH2:22][CH2:23][CH2:24][CH2:25][CH2:26][CH2:27][CH2:28][C:29]([O:31]CC1C=CC=CC=1)=[O:30])=[O:17])(OCC1C=CC=CC=1)=O.[ClH:40].[H][H]. The catalyst is [Pd].CC(O)C. The product is [ClH:40].[NH2:11][CH2:12][C:13](=[O:39])[CH2:14][CH2:15][C:16]([O:18][CH2:19][CH2:20][CH2:21][CH2:22][CH2:23][CH2:24][CH2:25][CH2:26][CH2:27][CH2:28][C:29]([OH:31])=[O:30])=[O:17]. The yield is 0.510. (3) The reactants are [N:1]1[C:13]2[C:12]3[CH2:11][CH2:10][CH2:9][CH2:8][C:7]=3[NH:6][C:5]=2[N:4]=[CH:3][CH:2]=1.C1C(=O)N([Br:21])C(=O)C1. The catalyst is CN(C=O)C. The product is [Br:21][C:2]1[CH:3]=[N:4][C:5]2[NH:6][C:7]3[CH2:8][CH2:9][CH2:10][CH2:11][C:12]=3[C:13]=2[N:1]=1. The yield is 0.920. (4) The reactants are [CH3:1][O:2][C:3]([NH:5][C@H:6]([C:10]([N:12]1[C@@H:16]([CH3:17])[CH2:15][CH2:14][C@H:13]1[C:18]1[NH:22][C:21]2[C:23]3[C:28]([CH:29]=[CH:30][C:20]=2[N:19]=1)=[CH:27][C:26]1[C:31]2[C:36]([CH2:37][O:38][C:25]=1[CH:24]=3)=[CH:35][C:34]([C:39]1[NH:43][C:42]([C@@H:44]3[CH2:48][C@H:47]([CH3:49])[CH2:46][N:45]3C(OC(C)(C)C)=O)=[N:41][CH:40]=1)=[CH:33][CH:32]=2)=[O:11])[CH:7]([CH3:9])[CH3:8])=[O:4].CO[C@H:59]([CH3:69])[C@H:60]([NH:64][C:65]([O:67][CH3:68])=[O:66])[C:61]([OH:63])=O.[CH3:70]N(C(ON1N=NC2C=CC=NC1=2)=[N+](C)C)C.F[P-](F)(F)(F)(F)F.CN1CCOCC1. The catalyst is Cl.CCO.CN(C=O)C. The product is [CH3:68][O:67][C:65]([NH:64][C@@H:60]([CH:59]([CH3:69])[CH3:70])[C:61]([N:45]1[CH2:46][C@@H:47]([CH3:49])[CH2:48][C@H:44]1[C:42]1[NH:43][C:39]([C:34]2[CH:35]=[C:36]3[CH2:37][O:38][C:25]4[CH:24]=[C:23]5[C:28]([CH:29]=[CH:30][C:20]6[N:19]=[C:18]([C@@H:13]7[CH2:14][CH2:15][C@H:16]([CH3:17])[N:12]7[C:10](=[O:11])[C@@H:6]([NH:5][C:3](=[O:4])[O:2][CH3:1])[CH:7]([CH3:9])[CH3:8])[NH:22][C:21]=65)=[CH:27][C:26]=4[C:31]3=[CH:32][CH:33]=2)=[CH:40][N:41]=1)=[O:63])=[O:66]. The yield is 0.350. (5) The reactants are CO[CH2:3][C:4]1OC(C)=CC(=O)C=1OCC1C=CC=CC=1.[OH:20][CH:21]([C:23]1[O:24][C:25]([CH3:38])=[CH:26][C:27](=[O:37])[C:28]=1[O:29][CH2:30][C:31]1[CH:36]=[CH:35][CH:34]=[CH:33][CH:32]=1)[CH3:22].ICC. No catalyst specified. The product is [CH2:3]([O:20][CH:21]([C:23]1[O:24][C:25]([CH3:38])=[CH:26][C:27](=[O:37])[C:28]=1[O:29][CH2:30][C:31]1[CH:36]=[CH:35][CH:34]=[CH:33][CH:32]=1)[CH3:22])[CH3:4]. The yield is 0.940. (6) The yield is 0.700. The catalyst is C(Cl)Cl.C(OCC)(=O)C.O. The reactants are [F:1][C:2]1[C:7]([F:8])=[CH:6][N:5]=[C:4]2[NH:9][CH:10]=[C:11]([NH2:12])[C:3]=12.[CH3:13][O:14][C@H:15]([CH3:19])[C:16](O)=[O:17].C1N(P(Cl)(N2C(=O)OCC2)=O)C(=O)OC1.[Li+].[OH-]. The product is [F:1][C:2]1[C:7]([F:8])=[CH:6][N:5]=[C:4]2[NH:9][CH:10]=[C:11]([NH:12][C:16](=[O:17])[C@H:15]([O:14][CH3:13])[CH3:19])[C:3]=12. (7) The product is [F:25][C:22]1[CH:21]=[CH:20][C:19]([C:18]2[O:26][C:14]([C@H:13]([NH:12][C:6]3[C:7]4[CH:11]=[CH:10][S:9][C:8]=4[C:3]([C:1]#[N:2])=[CH:4][CH:5]=3)[C@H:27]([OH:29])[CH3:28])=[N:16][N:17]=2)=[CH:24][CH:23]=1. The catalyst is C1COCC1. The yield is 0.430. The reactants are [C:1]([C:3]1[C:8]2[S:9][CH:10]=[CH:11][C:7]=2[C:6]([NH:12][C@H:13]([C@H:27]([OH:29])[CH3:28])[C:14]([NH:16][NH:17][C:18](=[O:26])[C:19]2[CH:24]=[CH:23][C:22]([F:25])=[CH:21][CH:20]=2)=O)=[CH:5][CH:4]=1)#[N:2].CCN(P1(N(C)CCCN1C)=NC(C)(C)C)CC.CO. (8) The reactants are C(Cl)(=O)C(Cl)=O.[C:7]([O:11][C:12]([N:14]1[CH2:18][CH:17]([F:19])[CH2:16][CH:15]1[CH2:20]O)=[O:13])([CH3:10])([CH3:9])[CH3:8].[NH2:22][C:23]1[CH:32]=[CH:31][C:26]([C:27]([O:29][CH3:30])=[O:28])=[CH:25][CH:24]=1.[BH-](OC(C)=O)(OC(C)=O)OC(C)=O.[Na+]. The catalyst is C(Cl)Cl.ClCCCl.CC(O)=O.O.C(N(CC)CC)C.CS(C)=O. The product is [C:7]([O:11][C:12]([N:14]1[CH2:18][CH:17]([F:19])[CH2:16][CH:15]1[CH2:20][NH:22][C:23]1[CH:24]=[CH:25][C:26]([C:27]([O:29][CH3:30])=[O:28])=[CH:31][CH:32]=1)=[O:13])([CH3:8])([CH3:9])[CH3:10]. The yield is 0.770. (9) The yield is 0.230. The reactants are Cl.FC1C=C(C=CC=1)CN1C=C(C2C3C(=NC=C(C4C=CC(C5CCNCC5)=CC=4)C=3)N(S(C3C=CC(C)=CC=3)(=O)=O)C=2)C=N1.[F:46][C:47]1[CH:48]=[C:49]([CH:90]=[CH:91][CH:92]=1)[CH2:50][N:51]1[CH:55]=[C:54]([C:56]2[C:64]3[C:59](=[N:60][CH:61]=[C:62]([C:65]4[CH:66]=[CH:67][C:68]([N:71]5[CH2:76][CH2:75][N:74]([CH2:77][CH2:78][OH:79])[CH2:73][CH2:72]5)=[N:69][CH:70]=4)[CH:63]=3)[N:58](S(C3C=CC(C)=CC=3)(=O)=O)[CH:57]=2)[CH:53]=[N:52]1.[OH-].[Li+]. The product is [F:46][C:47]1[CH:48]=[C:49]([CH:90]=[CH:91][CH:92]=1)[CH2:50][N:51]1[CH:55]=[C:54]([C:56]2[C:64]3[C:59](=[N:60][CH:61]=[C:62]([C:65]4[CH:66]=[CH:67][C:68]([N:71]5[CH2:72][CH2:73][N:74]([CH2:77][CH2:78][OH:79])[CH2:75][CH2:76]5)=[N:69][CH:70]=4)[CH:63]=3)[NH:58][CH:57]=2)[CH:53]=[N:52]1. The catalyst is C1COCC1.CO.O. (10) The reactants are [C:1]([O:5][C:6]([N:8]1[CH2:17][CH2:16][C:11]2([CH2:14][CH:13]([OH:15])[CH2:12]2)[CH2:10][CH2:9]1)=[O:7])([CH3:4])([CH3:3])[CH3:2].[CH3:18][S:19](Cl)(=[O:21])=[O:20]. The catalyst is O1CCCC1.C(N(CC)CC)C. The product is [C:1]([O:5][C:6]([N:8]1[CH2:9][CH2:10][C:11]2([CH2:12][CH:13]([O:15][S:19]([CH3:18])(=[O:21])=[O:20])[CH2:14]2)[CH2:16][CH2:17]1)=[O:7])([CH3:4])([CH3:2])[CH3:3]. The yield is 1.00.